From a dataset of Reaction yield outcomes from USPTO patents with 853,638 reactions. Predict the reaction yield, written as a fraction of the theoretical maximum amount of product (1.0 means a 100% yield; for example, 0.34 means a 34% yield). (1) The reactants are [NH2:1][C:2]1[CH:7]=[C:6]([O:8][CH3:9])[CH:5]=[CH:4][C:3]=1[NH:10][C:11](=[O:17])OC(C)(C)C.C([O-])([O-])=O.[K+].[K+]. The catalyst is CN(C=O)C. The product is [CH3:9][O:8][C:6]1[CH:5]=[CH:4][C:3]2[NH:10][C:11](=[O:17])[NH:1][C:2]=2[CH:7]=1. The yield is 0.720. (2) The reactants are C[O:2][C:3](=[O:11])[C:4]1[CH:9]=[C:8](Cl)[CH:7]=[CH:6][N:5]=1.[IH:12].[PH2](O)=O.[OH-].[Na+]. The catalyst is O. The product is [I:12][C:8]1[CH:7]=[CH:6][N:5]=[C:4]([C:3]([OH:2])=[O:11])[CH:9]=1. The yield is 0.660. (3) The product is [O:20]1[C:2]2([CH2:6][CH2:5][N:4]([S:7]([C:10]3[CH:17]=[CH:16][C:13]([C:14]#[N:15])=[CH:12][CH:11]=3)(=[O:9])=[O:8])[CH2:3]2)[O:1][CH2:18][CH2:19]1. The reactants are [O:1]=[C:2]1[CH2:6][CH2:5][N:4]([S:7]([C:10]2[CH:17]=[CH:16][C:13]([C:14]#[N:15])=[CH:12][CH:11]=2)(=[O:9])=[O:8])[CH2:3]1.[CH2:18](O)[CH2:19][OH:20]. The catalyst is C1(C)C=CC=CC=1.O.C1(C)C=CC(S(O)(=O)=O)=CC=1. The yield is 0.960. (4) The catalyst is CCOC(C)=O.Cl. The product is [NH2:19][O:18][CH2:17][CH2:16][O:15][CH2:14][CH2:13][O:12][CH2:11][CH2:10][O:9][NH2:8]. The reactants are C(OC([NH:8][O:9][CH2:10][CH2:11][O:12][CH2:13][CH2:14][O:15][CH2:16][CH2:17][O:18][NH:19]C(OC(C)(C)C)=O)=O)(C)(C)C. The yield is 0.900. (5) The reactants are [CH3:1][CH:2]([CH3:10])[CH2:3][CH2:4][C:5]([O:7]CC)=O.[H-].[Al+3].[Li+].[H-].[H-].[H-].O1[CH2:21][CH2:20][CH2:19][CH2:18]1.O.[OH-].[Na+].O1CC[CH2:27][CH2:26]1. The catalyst is C(OCC)C. The product is [CH3:10][CH:2]([CH3:1])[CH:3]([C:18]1[CH:27]=[CH:26][CH:21]=[CH:20][CH:19]=1)[CH2:4][CH2:5][OH:7]. The yield is 0.420.